The task is: Regression. Given two drug SMILES strings and cell line genomic features, predict the synergy score measuring deviation from expected non-interaction effect.. This data is from NCI-60 drug combinations with 297,098 pairs across 59 cell lines. (1) Synergy scores: CSS=-6.57, Synergy_ZIP=6.63, Synergy_Bliss=7.72, Synergy_Loewe=-1.40, Synergy_HSA=-1.06. Cell line: HT29. Drug 2: CCCCCOC(=O)NC1=NC(=O)N(C=C1F)C2C(C(C(O2)C)O)O. Drug 1: CN(CC1=CN=C2C(=N1)C(=NC(=N2)N)N)C3=CC=C(C=C3)C(=O)NC(CCC(=O)O)C(=O)O. (2) Drug 1: CC1=C2C(C(=O)C3(C(CC4C(C3C(C(C2(C)C)(CC1OC(=O)C(C(C5=CC=CC=C5)NC(=O)OC(C)(C)C)O)O)OC(=O)C6=CC=CC=C6)(CO4)OC(=O)C)O)C)O. Drug 2: C1CNP(=O)(OC1)N(CCCl)CCCl. Cell line: MALME-3M. Synergy scores: CSS=16.9, Synergy_ZIP=-4.75, Synergy_Bliss=-2.48, Synergy_Loewe=-92.7, Synergy_HSA=-3.31. (3) Drug 1: COC1=C(C=C2C(=C1)N=CN=C2NC3=CC(=C(C=C3)F)Cl)OCCCN4CCOCC4. Drug 2: C(CN)CNCCSP(=O)(O)O. Cell line: EKVX. Synergy scores: CSS=20.1, Synergy_ZIP=1.99, Synergy_Bliss=-0.604, Synergy_Loewe=-19.1, Synergy_HSA=-3.34.